Predict which catalyst facilitates the given reaction. From a dataset of Catalyst prediction with 721,799 reactions and 888 catalyst types from USPTO. Reactant: [F:1][C:2]([F:9])([F:8])/[CH:3]=[CH:4]/[C:5](O)=[O:6].C(Cl)(=O)C(Cl)=O.[CH3:16][O:17][C:18]1[N:23]=[C:22]([CH3:24])[C:21]([NH:25][CH2:26][CH2:27][NH2:28])=[CH:20][CH:19]=1.C(N(C(C)C)CC)(C)C. Product: [F:1][C:2]([F:9])([F:8])/[CH:3]=[CH:4]/[C:5]([NH:28][CH2:27][CH2:26][NH:25][C:21]1[C:22]([CH3:24])=[N:23][C:18]([O:17][CH3:16])=[CH:19][CH:20]=1)=[O:6]. The catalyst class is: 2.